Dataset: CYP2C19 inhibition data for predicting drug metabolism from PubChem BioAssay. Task: Regression/Classification. Given a drug SMILES string, predict its absorption, distribution, metabolism, or excretion properties. Task type varies by dataset: regression for continuous measurements (e.g., permeability, clearance, half-life) or binary classification for categorical outcomes (e.g., BBB penetration, CYP inhibition). Dataset: cyp2c19_veith. (1) The compound is Brc1ccc(-c2nnc(-c3cccc(Br)c3)o2)cc1. The result is 0 (non-inhibitor). (2) The compound is COc1ccc(CCN(C)CCCOc2ccc(S(=O)(=O)c3[nH]c4ccccc4c3C(C)C)cc2)cc1OC. The result is 1 (inhibitor). (3) The molecule is CC(=O)Nc1ccc(OC[C@@H](O)CNC(C)C)cc1. The result is 0 (non-inhibitor). (4) The drug is N#Cc1cccc(-c2cncnc2NCc2ccccc2)c1. The result is 1 (inhibitor). (5) The drug is O=C(CSc1nnc2c(n1)[nH]c1ccc(F)cc12)OCc1ccccc1. The result is 1 (inhibitor). (6) The molecule is COc1cccc(Nc2ncc3nc(-c4ccc(F)cc4)c(=O)n(C)c3n2)c1. The result is 0 (non-inhibitor). (7) The molecule is COc1ccc2cc(CCNC(=O)C3CC3)c(=O)[nH]c2c1. The result is 0 (non-inhibitor).